Dataset: Forward reaction prediction with 1.9M reactions from USPTO patents (1976-2016). Task: Predict the product of the given reaction. (1) Given the reactants CCCC[N+](CCCC)(CCCC)CCCC.[F-].[Si]([O:26][C@H:27]1[C@H:32]([NH:33][C:34](=[O:41])[O:35][CH2:36][CH2:37][N:38]([CH3:40])[CH3:39])[CH2:31][CH2:30][N:29]([C:42]2[CH:47]=[C:46]([C:48]#[N:49])[CH:45]=[C:44]([NH:50][C:51]3[N:56]=[C:55]([NH:57][CH:58]4[CH2:60][CH2:59]4)[C:54]4=[N:61][CH:62]=[C:63]([C:64]#[N:65])[N:53]4[N:52]=3)[C:43]=2[Cl:66])[CH2:28]1)(C(C)(C)C)(C)C, predict the reaction product. The product is: [Cl:66][C:43]1[C:44]([NH:50][C:51]2[N:56]=[C:55]([NH:57][CH:58]3[CH2:60][CH2:59]3)[C:54]3=[N:61][CH:62]=[C:63]([C:64]#[N:65])[N:53]3[N:52]=2)=[CH:45][C:46]([C:48]#[N:49])=[CH:47][C:42]=1[N:29]1[CH2:30][CH2:31][C@@H:32]([NH:33][C:34](=[O:41])[O:35][CH2:36][CH2:37][N:38]([CH3:39])[CH3:40])[C@H:27]([OH:26])[CH2:28]1. (2) Given the reactants [I:1][C:2]1[C:10](I)=[C:9]([I:12])[CH:8]=[C:7]2[C:3]=1[C:4]([CH3:15])([CH3:14])[C:5]([CH3:13])=[N:6]2.I[CH3:17], predict the reaction product. The product is: [I-:1].[I:1][C:2]1[CH:10]=[C:9]([I:12])[CH:8]=[C:7]2[C:3]=1[C:4]([CH3:14])([CH3:15])[C:5]([CH3:13])=[N+:6]2[CH3:17]. (3) Given the reactants [CH3:1][C@H:2]1[CH2:7][O:6][CH2:5][CH2:4][N:3]1[C:8]1[CH:13]=[C:12]([CH2:14][S:15]([CH3:18])(=[O:17])=[O:16])[N:11]=[C:10]([C:19]2[CH:27]=[C:26]3[C:22]([CH:23]=[C:24]([C:28]([O:30]CC)=[O:29])[NH:25]3)=[CH:21][CH:20]=2)[N:9]=1, predict the reaction product. The product is: [CH3:1][C@H:2]1[CH2:7][O:6][CH2:5][CH2:4][N:3]1[C:8]1[CH:13]=[C:12]([CH2:14][S:15]([CH3:18])(=[O:17])=[O:16])[N:11]=[C:10]([C:19]2[CH:27]=[C:26]3[C:22]([CH:23]=[C:24]([C:28]([OH:30])=[O:29])[NH:25]3)=[CH:21][CH:20]=2)[N:9]=1. (4) The product is: [F:1][C:2]1[CH:10]=[C:9]2[C:5]([C:6]([CH2:11][CH:12]([NH2:14])[CH3:13])=[CH:7][NH:8]2)=[CH:4][CH:3]=1. Given the reactants [F:1][C:2]1[CH:10]=[C:9]2[C:5]([C:6](/[CH:11]=[C:12](/[N+:14]([O-])=O)\[CH3:13])=[CH:7][NH:8]2)=[CH:4][CH:3]=1.C[Si](Cl)(C)C.B.C1COCC1, predict the reaction product.